Predict the product of the given reaction. From a dataset of Forward reaction prediction with 1.9M reactions from USPTO patents (1976-2016). (1) Given the reactants [CH3:1][N:2]([CH:28]1[C:37]2[N:36]=[CH:35][CH:34]=[CH:33][C:32]=2[CH2:31][CH2:30][CH2:29]1)[CH2:3][C:4](NC1C=CC=CC=1N[C@H]1CC[C@H](NC(=O)OC(C)(C)C)CC1)=[O:5].[NH2:38][C:39]1[CH:44]=[CH:43][CH:42]=[CH:41][C:40]=1[NH:45][CH2:46][CH2:47][C:48]1[CH:49]=[N:50][CH:51]=[CH:52][CH:53]=1.CN(C1C2N=CC=CC=2CCC1)CC(O)=O, predict the reaction product. The product is: [CH3:1][N:2]([CH:28]1[C:37]2[N:36]=[CH:35][CH:34]=[CH:33][C:32]=2[CH2:31][CH2:30][CH2:29]1)[CH2:3][C:4]([NH:38][C:39]1[CH:44]=[CH:43][CH:42]=[CH:41][C:40]=1[NH:45][CH2:46][CH2:47][C:48]1[CH:49]=[N:50][CH:51]=[CH:52][CH:53]=1)=[O:5]. (2) Given the reactants [CH:1]1[CH:6]=[CH:5][C:4]([C@@H:7](N)[C:8]([OH:10])=[O:9])=[CH:3][CH:2]=1.[C:12]([BH3-])#[N:13].[Na+].[CH:16](=O)[CH3:17].Cl.[CH3:20]O, predict the reaction product. The product is: [CH2:16]([N:13]([CH2:12][CH3:20])[C@H:7]([C:4]1[CH:5]=[CH:6][CH:1]=[CH:2][CH:3]=1)[C:8]([OH:10])=[O:9])[CH3:17]. (3) Given the reactants Br[C:2]1[C:3]([C:8]2[CH:9]=[C:10]([CH:12]=[CH:13][CH:14]=2)[NH2:11])=[N:4][N:5]([CH3:7])[CH:6]=1.C(=O)([O-])[O-].[Na+].[Na+], predict the reaction product. The product is: [CH3:7][N:5]1[CH:6]=[CH:2][C:3]([C:8]2[CH:9]=[C:10]([CH:12]=[CH:13][CH:14]=2)[NH2:11])=[N:4]1. (4) Given the reactants [CH:1]1([CH2:7][CH2:8][CH2:9][C@@H:10]([C:16]2[O:20][N:19]=[C:18]([C:21]([NH2:23])=[O:22])[N:17]=2)[CH2:11][C:12]([NH:14][OH:15])=[O:13])[CH2:6][CH2:5][CH2:4][CH2:3][CH2:2]1.O, predict the reaction product. The product is: [OH2:13].[CH:1]1([CH2:7][CH2:8][CH2:9][C@@H:10]([C:16]2[O:20][N:19]=[C:18]([C:21]([NH2:23])=[O:22])[N:17]=2)[CH2:11][C:12]([NH:14][OH:15])=[O:13])[CH2:2][CH2:3][CH2:4][CH2:5][CH2:6]1. (5) Given the reactants Cl[C:2]1[C:7]([C:8]#[N:9])=[C:6]([Cl:10])[N:5]=[C:4]([S:11][CH3:12])[N:3]=1.[NH2:13][C:14]1[CH:19]=[CH:18][CH:17]=[CH:16][CH:15]=1, predict the reaction product. The product is: [Cl:10][C:6]1[C:7]([C:8]#[N:9])=[C:2]([NH:13][C:14]2[CH:19]=[CH:18][CH:17]=[CH:16][CH:15]=2)[N:3]=[C:4]([S:11][CH3:12])[N:5]=1.